Task: Predict the reaction yield, written as a fraction of the theoretical maximum amount of product (1.0 means a 100% yield; for example, 0.34 means a 34% yield).. Dataset: Reaction yield outcomes from USPTO patents with 853,638 reactions (1) The reactants are [C:1]([O:5][C@@H:6]([C@H:8]1[CH2:12][O:11][C:10](=[O:13])[N:9]1[C:14]1[CH:19]=[C:18]([CH:20]([F:22])[F:21])[N:17]=[C:16](S(C)(=O)=O)[N:15]=1)[CH3:7])([CH3:4])([CH3:3])[CH3:2].[Cl:27][C:28]1[CH:33]=[CH:32][C:31]([C:34]2[N:38]=[C:37]([C@@H:39]([NH2:41])[CH3:40])[O:36][N:35]=2)=[CH:30][CH:29]=1.C(N(C(C)C)C(C)C)C. The catalyst is CS(C)=O.C(Cl)Cl.O. The yield is 0.370. The product is [C:1]([O:5][C@@H:6]([C@H:8]1[CH2:12][O:11][C:10](=[O:13])[N:9]1[C:14]1[CH:19]=[C:18]([CH:20]([F:22])[F:21])[N:17]=[C:16]([NH:41][C@H:39]([C:37]2[O:36][N:35]=[C:34]([C:31]3[CH:32]=[CH:33][C:28]([Cl:27])=[CH:29][CH:30]=3)[N:38]=2)[CH3:40])[N:15]=1)[CH3:7])([CH3:4])([CH3:3])[CH3:2]. (2) The reactants are Br[C:2]1[CH:7]=[CH:6][N:5]=[C:4]([C:8]([NH:10][C:11]2[CH:15]=[C:14]([C:16]3[N:20]([CH:21]4[CH2:23][CH2:22]4)[CH:19]=[N:18][N:17]=3)[S:13][CH:12]=2)=[O:9])[CH:3]=1.[N:24]1[CH:29]=[CH:28][CH:27]=[C:26](B(O)O)[CH:25]=1.C(=O)([O-])[O-].[K+].[K+]. The catalyst is C1(C)C=CC=CC=1. The product is [CH:21]1([N:20]2[CH:19]=[N:18][N:17]=[C:16]2[C:14]2[S:13][CH:12]=[C:11]([NH:10][C:8]([C:4]3[CH:3]=[C:2]([C:26]4[CH:25]=[N:24][CH:29]=[CH:28][CH:27]=4)[CH:7]=[CH:6][N:5]=3)=[O:9])[CH:15]=2)[CH2:23][CH2:22]1. The yield is 0.200. (3) The reactants are [CH:1]([O:4][C:5](=[O:33])[NH:6][C:7]1[CH:12]=[CH:11][C:10]([C:13]2[N:14]([CH:29]3[CH2:32][CH2:31][CH2:30]3)[C:15]3[C:20]([C:21]=2[C:22]#[N:23])=[CH:19][CH:18]=[C:17]([O:24][CH2:25][CH2:26][CH2:27]Cl)[CH:16]=3)=[CH:9][CH:8]=1)([CH3:3])[CH3:2].[I-].[Na+].[Na].[NH:37]1[CH:41]=[N:40][CH:39]=[N:38]1. The catalyst is CC#N. The product is [CH:1]([O:4][C:5](=[O:33])[NH:6][C:7]1[CH:12]=[CH:11][C:10]([C:13]2[N:14]([CH:29]3[CH2:32][CH2:31][CH2:30]3)[C:15]3[C:20]([C:21]=2[C:22]#[N:23])=[CH:19][CH:18]=[C:17]([O:24][CH2:25][CH2:26][CH2:27][N:37]2[CH:41]=[N:40][CH:39]=[N:38]2)[CH:16]=3)=[CH:9][CH:8]=1)([CH3:3])[CH3:2]. The yield is 0.780. (4) The reactants are Br[C:2]1[CH:3]=[CH:4][CH:5]=[C:6]2[C:11]=1[N:10]=[CH:9][CH:8]=[CH:7]2.C([Sn](CCCC)(CCCC)[C:17]([O:19]CC)=[CH2:18])CCC. The catalyst is C1(C)C=CC=CC=1.C1C=CC([P]([Pd]([P](C2C=CC=CC=2)(C2C=CC=CC=2)C2C=CC=CC=2)([P](C2C=CC=CC=2)(C2C=CC=CC=2)C2C=CC=CC=2)[P](C2C=CC=CC=2)(C2C=CC=CC=2)C2C=CC=CC=2)(C2C=CC=CC=2)C2C=CC=CC=2)=CC=1. The product is [N:10]1[C:11]2[C:6](=[CH:5][CH:4]=[CH:3][C:2]=2[C:17](=[O:19])[CH3:18])[CH:7]=[CH:8][CH:9]=1. The yield is 0.730. (5) The reactants are [CH3:1][Si:2]([CH3:42])([CH2:31][CH2:32][CH2:33][O:34][Si:35]([CH2:40][CH3:41])([CH2:38][CH3:39])[CH2:36][CH3:37])[CH2:3][CH2:4][C:5]1[C:17]2[CH2:16][N:15]3[C:10](=[CH:11][C:12]4[C:22]([CH2:24][CH3:25])([OH:23])[C:21](=[O:26])[O:20][CH2:19][C:13]=4[C:14]3=[O:18])[C:9]=2[N:8]=[C:7]2[CH:27]=[CH:28][CH:29]=[CH:30][C:6]=12.N1C=CC=CC=1.[C:49](Cl)(Cl)=[O:50].[CH2:53]([OH:60])[C:54]1[CH:59]=[CH:58][CH:57]=[CH:56][CH:55]=1. The catalyst is CN(C)C1C=CN=CC=1.ClCCl. The product is [CH3:42][Si:2]([CH3:1])([CH2:31][CH2:32][CH2:33][O:34][Si:35]([CH2:40][CH3:41])([CH2:38][CH3:39])[CH2:36][CH3:37])[CH2:3][CH2:4][C:5]1[C:17]2[CH2:16][N:15]3[C:10](=[CH:11][C:12]4[C:22]([O:23][C:49](=[O:50])[O:60][CH2:53][C:54]5[CH:59]=[CH:58][CH:57]=[CH:56][CH:55]=5)([CH2:24][CH3:25])[C:21](=[O:26])[O:20][CH2:19][C:13]=4[C:14]3=[O:18])[C:9]=2[N:8]=[C:7]2[CH:27]=[CH:28][CH:29]=[CH:30][C:6]=12. The yield is 0.470. (6) No catalyst specified. The reactants are C(O[CH:5]1[CH2:10][CH2:9][N:8]([C:11]2[CH:16]=[CH:15][C:14]([B:17]3[O:21][C:20]([CH3:23])([CH3:22])[C:19]([CH3:25])([CH3:24])[O:18]3)=[CH:13][CH:12]=2)[CH2:7][CH2:6]1)(=O)C.BrC1C=C[C:30]([N:33]2CCC(N(C)C)C[CH2:34]2)=CC=1. The product is [CH3:30][N:33]([CH3:34])[CH:5]1[CH2:10][CH2:9][N:8]([C:11]2[CH:16]=[CH:15][C:14]([B:17]3[O:21][C:20]([CH3:23])([CH3:22])[C:19]([CH3:25])([CH3:24])[O:18]3)=[CH:13][CH:12]=2)[CH2:7][CH2:6]1. The yield is 0.230. (7) The product is [Cl:8][C:7]1[C:2]([NH:11][NH2:12])=[N:3][CH:4]=[CH:5][C:6]=1[I:9]. The reactants are Cl[C:2]1[C:7]([Cl:8])=[C:6]([I:9])[CH:5]=[CH:4][N:3]=1.O.[NH2:11][NH2:12].[NH4+].[OH-]. The catalyst is O1CCOCC1.CCO. The yield is 0.520.